Dataset: Reaction yield outcomes from USPTO patents with 853,638 reactions. Task: Predict the reaction yield, written as a fraction of the theoretical maximum amount of product (1.0 means a 100% yield; for example, 0.34 means a 34% yield). (1) The product is [Cl:8][C:6]1[N:5]=[C:4]([S:9][CH3:10])[N:3]=[C:2]([O:20][C:13]2[CH:14]=[CH:15][C:16]([O:18][CH3:19])=[CH:17][C:12]=2[Cl:11])[CH:7]=1. The yield is 0.910. The reactants are Cl[C:2]1[CH:7]=[C:6]([Cl:8])[N:5]=[C:4]([S:9][CH3:10])[N:3]=1.[Cl:11][C:12]1[CH:17]=[C:16]([O:18][CH3:19])[CH:15]=[CH:14][C:13]=1[OH:20].C([O-])([O-])=O.[K+].[K+].O. The catalyst is CN(C=O)C. (2) The reactants are C[O:2][C:3](=[O:25])[C:4]1[CH:16]=[C:15]([C:17]([F:24])([F:23])[C:18]2[O:19][CH:20]=[CH:21][CH:22]=2)[CH:14]=[C:6]([C:7]([N:9]([CH3:13])[CH2:10][CH2:11][CH3:12])=[O:8])[CH:5]=1.[OH-].[Na+].Cl. The catalyst is CO. The product is [F:24][C:17]([F:23])([C:18]1[O:19][CH:20]=[CH:21][CH:22]=1)[C:15]1[CH:14]=[C:6]([C:7]([N:9]([CH3:13])[CH2:10][CH2:11][CH3:12])=[O:8])[CH:5]=[C:4]([CH:16]=1)[C:3]([OH:25])=[O:2]. The yield is 0.660.